From a dataset of Reaction yield outcomes from USPTO patents with 853,638 reactions. Predict the reaction yield, written as a fraction of the theoretical maximum amount of product (1.0 means a 100% yield; for example, 0.34 means a 34% yield). (1) The reactants are C([O:3][C:4]([C:6]1[C:7]([CH3:32])=[C:8](C(OC(C)(C)C)=O)[NH:9][C:10]=1[CH2:11][CH2:12][CH2:13][NH:14][CH2:15][CH:16]([OH:24])[CH2:17][N:18]1[CH2:23][CH2:22][O:21][CH2:20][CH2:19]1)=O)C.C[Al](C)C. The catalyst is C1(C)C=CC=CC=1. The product is [OH:24][CH:16]([CH2:17][N:18]1[CH2:23][CH2:22][O:21][CH2:20][CH2:19]1)[CH2:15][N:14]1[CH2:13][CH2:12][CH2:11][C:10]2[NH:9][CH:8]=[C:7]([CH3:32])[C:6]=2[C:4]1=[O:3]. The yield is 0.576. (2) The reactants are Cl[C:2]1[CH:10]=[CH:9][C:5]([C:6](O)=[O:7])=[CH:4][N:3]=1.S(Cl)(Cl)=O.[ClH:15].CN.CC[N:20]([CH2:23]C)CC.C(=O)([O-])[O-].[Na+].[Na+]. The catalyst is [Cl-].[Na+].O.CN(C=O)C.C1(C)C=CC=CC=1. The product is [Cl:15][C:4]1[N:3]=[CH:2][CH:10]=[CH:9][C:5]=1[C:6]([NH:20][CH3:23])=[O:7]. The yield is 0.989. (3) The product is [CH2:18]([NH:17][C:13]1[C:12]2[C:8]([C:4]3[CH:3]=[CH:2][N:7]=[CH:6][N:5]=3)=[N:9][NH:10][C:11]=2[CH:16]=[CH:15][N:14]=1)[CH3:19]. The catalyst is [Cu]I.C1C=CC([P]([Pd]([P](C2C=CC=CC=2)(C2C=CC=CC=2)C2C=CC=CC=2)([P](C2C=CC=CC=2)(C2C=CC=CC=2)C2C=CC=CC=2)[P](C2C=CC=CC=2)(C2C=CC=CC=2)C2C=CC=CC=2)(C2C=CC=CC=2)C2C=CC=CC=2)=CC=1.C1COCC1. The reactants are Cl[C:2]1[N:7]=[CH:6][N:5]=[C:4]([C:8]2[C:12]3[C:13]([NH:17][CH2:18][CH3:19])=[N:14][CH:15]=[CH:16][C:11]=3[N:10](CC3C=CC(OC)=CC=3)[N:9]=2)[CH:3]=1.C(NC1C2C([Sn](C)(C)C)=NN(CC3C=CC(OC)=CC=3)C=2C=CN=1)C.ClC1C=C(Cl)N=CN=1.[Li+].[Cl-]. The yield is 0.870. (4) The reactants are [NH2:1][C:2]1[CH:17]=[C:16]([Cl:18])[CH:15]=[CH:14][C:3]=1[O:4][C:5]1[CH:10]=[CH:9][C:8]([C:11](=O)[CH3:12])=[CH:7][CH:6]=1.Cl.[NH2:20][OH:21].O. The catalyst is C(O)C. The product is [NH2:1][C:2]1[CH:17]=[C:16]([Cl:18])[CH:15]=[CH:14][C:3]=1[O:4][C:5]1[CH:10]=[CH:9][C:8]([C:11](=[N:20][OH:21])[CH3:12])=[CH:7][CH:6]=1. The yield is 0.420. (5) The reactants are [CH3:1][O:2][P:3]([CH2:7][OH:8])(=[O:6])[O:4][CH3:5].N1C=CC=CC=1.[F:15][C:16]([F:29])([F:28])[S:17](O[S:17]([C:16]([F:29])([F:28])[F:15])(=[O:19])=[O:18])(=[O:19])=[O:18]. The catalyst is ClCCl. The product is [CH3:1][O:2][P:3]([CH2:7][O:8][S:17]([C:16]([F:29])([F:28])[F:15])(=[O:19])=[O:18])([O:4][CH3:5])=[O:6]. The yield is 0.530.